Dataset: Reaction yield outcomes from USPTO patents with 853,638 reactions. Task: Predict the reaction yield, written as a fraction of the theoretical maximum amount of product (1.0 means a 100% yield; for example, 0.34 means a 34% yield). The reactants are [CH3:1][S:2]([NH:5][CH2:6][C:7]([C:9]1[CH:14]=[CH:13][CH:12]=[CH:11][CH:10]=1)=O)(=[O:4])=[O:3].FC(F)(F)C(O)=O.[F:22][C:23]1[CH:32]=[CH:31][CH:30]=[CH:29][C:24]=1[C:25]([NH:27][NH2:28])=[S:26]. The catalyst is C(O)C. The product is [F:22][C:23]1[CH:32]=[CH:31][CH:30]=[CH:29][C:24]=1[C:25]1[S:26][C:7]([CH2:6][NH:5][S:2]([CH3:1])(=[O:4])=[O:3])([C:9]2[CH:14]=[CH:13][CH:12]=[CH:11][CH:10]=2)[NH:28][N:27]=1. The yield is 0.680.